Dataset: Peptide-MHC class II binding affinity with 134,281 pairs from IEDB. Task: Regression. Given a peptide amino acid sequence and an MHC pseudo amino acid sequence, predict their binding affinity value. This is MHC class II binding data. (1) The MHC is DRB1_0101 with pseudo-sequence DRB1_0101. The binding affinity (normalized) is 0.123. The peptide sequence is EGTKVTFHVEKGSNP. (2) The peptide sequence is PADKYKTLEAAFTVS. The MHC is HLA-DQA10104-DQB10503 with pseudo-sequence HLA-DQA10104-DQB10503. The binding affinity (normalized) is 0. (3) The peptide sequence is EGTNIYNNNEAFKVE. The MHC is DRB1_0405 with pseudo-sequence DRB1_0405. The binding affinity (normalized) is 0.342. (4) The peptide sequence is ENVKMEDVGYPIIID. The MHC is HLA-DPA10103-DPB10301 with pseudo-sequence HLA-DPA10103-DPB10301. The binding affinity (normalized) is 0.0590. (5) The peptide sequence is WSKDIYNYMEPYVSK. The MHC is DRB1_1101 with pseudo-sequence DRB1_1101. The binding affinity (normalized) is 0.407.